Dataset: Peptide-MHC class I binding affinity with 185,985 pairs from IEDB/IMGT. Task: Regression. Given a peptide amino acid sequence and an MHC pseudo amino acid sequence, predict their binding affinity value. This is MHC class I binding data. (1) The peptide sequence is YDAVVPLVY. The MHC is HLA-B58:01 with pseudo-sequence HLA-B58:01. The binding affinity (normalized) is 0.108. (2) The peptide sequence is SSYYATSYL. The MHC is HLA-A02:01 with pseudo-sequence HLA-A02:01. The binding affinity (normalized) is 0.255. (3) The peptide sequence is NTDEIPELI. The MHC is HLA-B15:17 with pseudo-sequence HLA-B15:17. The binding affinity (normalized) is 0.0847. (4) The peptide sequence is FSDVSHWWQ. The MHC is HLA-A80:01 with pseudo-sequence HLA-A80:01. The binding affinity (normalized) is 0.0847. (5) The peptide sequence is PMPLWSINV. The MHC is Mamu-A01 with pseudo-sequence Mamu-A01. The binding affinity (normalized) is 0.361. (6) The peptide sequence is VPADAAAAI. The MHC is HLA-B07:02 with pseudo-sequence HLA-B07:02. The binding affinity (normalized) is 0.723. (7) The peptide sequence is QVPLRPMTYK. The MHC is HLA-B45:01 with pseudo-sequence HLA-B45:01. The binding affinity (normalized) is 0. (8) The peptide sequence is FYAEMKWLL. The MHC is HLA-A24:02 with pseudo-sequence HLA-A24:02. The binding affinity (normalized) is 1.00. (9) The MHC is Mamu-A01 with pseudo-sequence Mamu-A01. The binding affinity (normalized) is 0.325. The peptide sequence is YLPFLNSI.